Dataset: Full USPTO retrosynthesis dataset with 1.9M reactions from patents (1976-2016). Task: Predict the reactants needed to synthesize the given product. (1) Given the product [CH3:1][N:2]1[CH2:3][CH2:4][N:5]([C:8]2[CH:13]=[CH:12][C:11]([NH:14][C:16]3[N:25]=[CH:24][C:23]4[CH2:22][C:21]([CH3:26])([CH3:27])[C:20]5[C:28]([C:32]([O:34][CH2:35][CH3:36])=[O:33])=[N:29][N:30]([CH3:31])[C:19]=5[C:18]=4[N:17]=3)=[CH:10][CH:9]=2)[CH2:6][CH2:7]1, predict the reactants needed to synthesize it. The reactants are: [CH3:1][N:2]1[CH2:7][CH2:6][N:5]([C:8]2[CH:13]=[CH:12][C:11]([NH2:14])=[CH:10][CH:9]=2)[CH2:4][CH2:3]1.I[C:16]1[N:25]=[CH:24][C:23]2[CH2:22][C:21]([CH3:27])([CH3:26])[C:20]3[C:28]([C:32]([O:34][CH2:35][CH3:36])=[O:33])=[N:29][N:30]([CH3:31])[C:19]=3[C:18]=2[N:17]=1.C([O-])([O-])=O.[K+].[K+]. (2) The reactants are: C(N(CC)CC)C.[NH:8]1[CH:16]2[CH:11]([CH2:12][CH2:13][CH2:14][CH2:15]2)[CH2:10][C@H:9]1[C:17]([OH:19])=[O:18].[C:20](O[C:20]([O:22][C:23]([CH3:26])([CH3:25])[CH3:24])=[O:21])([O:22][C:23]([CH3:26])([CH3:25])[CH3:24])=[O:21]. Given the product [C:23]([O:22][C:20]([N:8]1[C@@H:16]2[C@@H:11]([CH2:12][CH2:13][CH2:14][CH2:15]2)[CH2:10][C@H:9]1[C:17]([OH:19])=[O:18])=[O:21])([CH3:26])([CH3:25])[CH3:24], predict the reactants needed to synthesize it. (3) Given the product [Cl:24][C:21]1[CH:20]=[CH:19][C:18]([C:12]2[C:11]3[CH2:10][CH2:9][NH:8][CH2:17][CH2:16][C:15]=3[N:14]([CH2:26][CH2:27][CH3:28])[N:13]=2)=[CH:23][CH:22]=1, predict the reactants needed to synthesize it. The reactants are: C(OC([N:8]1[CH2:17][CH2:16][C:15]2[NH:14][N:13]=[C:12]([C:18]3[CH:23]=[CH:22][C:21]([Cl:24])=[CH:20][CH:19]=3)[C:11]=2[CH2:10][CH2:9]1)=O)(C)(C)C.I[CH2:26][CH2:27][CH3:28].C(OC(N1CCC2C(=C(C3C=CC(Cl)=CC=3)N(CCC)N=2)CC1)=O)(C)(C)C.